Regression. Given two drug SMILES strings and cell line genomic features, predict the synergy score measuring deviation from expected non-interaction effect. From a dataset of NCI-60 drug combinations with 297,098 pairs across 59 cell lines. Drug 1: C1CCC(C1)C(CC#N)N2C=C(C=N2)C3=C4C=CNC4=NC=N3. Drug 2: C1CCC(CC1)NC(=O)N(CCCl)N=O. Cell line: KM12. Synergy scores: CSS=44.1, Synergy_ZIP=-4.81, Synergy_Bliss=-1.66, Synergy_Loewe=0.0129, Synergy_HSA=1.57.